From a dataset of Full USPTO retrosynthesis dataset with 1.9M reactions from patents (1976-2016). Predict the reactants needed to synthesize the given product. (1) Given the product [Br:12][C:10]1[C:2]([F:1])=[C:3]2[C:7](=[CH:8][C:9]=1[F:11])[NH:6][CH2:5][CH2:4]2, predict the reactants needed to synthesize it. The reactants are: [F:1][C:2]1[CH:10]=[C:9]([F:11])[CH:8]=[C:7]2[C:3]=1[CH2:4][CH2:5][NH:6]2.[Br:12]N1C(=O)CCC1=O. (2) The reactants are: [Si]([O:8][CH2:9][C:10](=[O:42])[CH2:11][O:12][C:13]1[CH:14]=[C:15]([CH:39]=[CH:40][CH:41]=1)[C:16]([N:18]1[CH2:23][CH2:22][CH:21]([C:24]2[CH:25]=[C:26]([CH:36]=[CH:37][CH:38]=2)[CH2:27][NH:28]C(=O)OC(C)(C)C)[CH2:20][CH2:19]1)=[O:17])(C(C)(C)C)(C)C.C(OCC)(=O)C. Given the product [NH2:28][CH2:27][C:26]1[CH:25]=[C:24]([CH:21]2[CH2:22][CH2:23][N:18]([C:16]([C:15]3[CH:14]=[C:13]([CH:41]=[CH:40][CH:39]=3)[O:12][CH2:11][C:10](=[O:42])[CH2:9][OH:8])=[O:17])[CH2:19][CH2:20]2)[CH:38]=[CH:37][CH:36]=1, predict the reactants needed to synthesize it. (3) Given the product [CH3:78][O:79][C:80](=[O:89])[CH2:81][C:82]1[CH:87]=[CH:86][C:85]([C:46]2[CH:47]=[CH:48][C:43]([C:40]([CH2:41][CH3:42])([C:59]3[CH:64]=[CH:63][C:62](/[CH:65]=[CH:66]/[C:67]([OH:72])([C:73]([F:75])([F:76])[F:74])[C:68]([F:71])([F:70])[F:69])=[C:61]([CH3:77])[CH:60]=3)[CH2:38][CH3:39])=[CH:44][C:45]=2[CH3:58])=[CH:84][CH:83]=1, predict the reactants needed to synthesize it. The reactants are: C1(P(C2CCCCC2)C2C=CC=CC=2C2C(OC)=CC=CC=2OC)CCCCC1.P([O-])([O-])([O-])=O.[K+].[K+].[K+].[CH2:38]([C:40]([C:59]1[CH:64]=[CH:63][C:62](/[CH:65]=[CH:66]/[C:67]([C:73]([F:76])([F:75])[F:74])([OH:72])[C:68]([F:71])([F:70])[F:69])=[C:61]([CH3:77])[CH:60]=1)([C:43]1[CH:48]=[CH:47][C:46](B2OC(C)(C)C(C)(C)O2)=[C:45]([CH3:58])[CH:44]=1)[CH2:41][CH3:42])[CH3:39].[CH3:78][O:79][C:80](=[O:89])[CH2:81][C:82]1[CH:87]=[CH:86][C:85](Br)=[CH:84][CH:83]=1. (4) Given the product [ClH:1].[NH2:13][C:4]1[CH:5]=[C:6]([NH:9][C:10]([NH2:12])=[NH:11])[CH:7]=[CH:8][C:3]=1[NH2:2], predict the reactants needed to synthesize it. The reactants are: [ClH:1].[NH2:2][C:3]1[CH:8]=[CH:7][C:6]([NH:9][C:10]([NH2:12])=[NH:11])=[CH:5][C:4]=1[N+:13]([O-])=O.O1CCCC1. (5) Given the product [Cl:1][C:2]1[CH:32]=[CH:31][CH:30]=[C:29]([CH:33]2[CH2:35][CH2:34]2)[C:3]=1[C:4]([N:6]1[C:14]2[C:9](=[C:10]([F:15])[CH:11]=[CH:12][CH:13]=2)[C:8]([N:16]2[CH2:21][CH2:20][C:19]([CH3:27])([C:22]([OH:24])=[O:23])[CH:18]([OH:28])[CH2:17]2)=[N:7]1)=[O:5], predict the reactants needed to synthesize it. The reactants are: [Cl:1][C:2]1[CH:32]=[CH:31][CH:30]=[C:29]([CH:33]2[CH2:35][CH2:34]2)[C:3]=1[C:4]([N:6]1[C:14]2[C:9](=[C:10]([F:15])[CH:11]=[CH:12][CH:13]=2)[C:8]([N:16]2[CH2:21][CH2:20][C:19]([CH3:27])([C:22]([O:24]CC)=[O:23])[CH:18]([OH:28])[CH2:17]2)=[N:7]1)=[O:5].CO.[Li+].[OH-].Cl.